This data is from Drug-induced liver injury (DILI) classification data. The task is: Regression/Classification. Given a drug SMILES string, predict its toxicity properties. Task type varies by dataset: regression for continuous values (e.g., LD50, hERG inhibition percentage) or binary classification for toxic/non-toxic outcomes (e.g., AMES mutagenicity, cardiotoxicity, hepatotoxicity). Dataset: dili. (1) The compound is CN(C)CCC(c1ccc(Br)cc1)c1ccccn1. The result is 0 (no liver injury). (2) The compound is NCCCCCC(=O)O. The result is 0 (no liver injury). (3) The compound is CN1Cc2c(N)cccc2C(c2ccccc2)C1. The result is 1 (causes liver injury). (4) The molecule is COC1(NC(=O)Cc2cccs2)C(=O)N2C(C(=O)O)=C(COC(N)=O)CSC21. The result is 1 (causes liver injury). (5) The drug is COc1cc(NC(C)CCCN)c2ncccc2c1. The result is 0 (no liver injury). (6) The result is 0 (no liver injury). The molecule is CC12CCC(=O)C=C1CCC1C3CCC(O)(C(=O)CO)C3(C)CC(O)C12F.